This data is from Full USPTO retrosynthesis dataset with 1.9M reactions from patents (1976-2016). The task is: Predict the reactants needed to synthesize the given product. (1) Given the product [C:1]([O:5][C:6]([N:8]1[CH2:13][C@@H:12]2[C@@H:10]([CH2:11]2)[C@H:9]1[CH2:14][NH:15][C:24]([C:22]1[N:23]=[C:17]2[N:18]([CH:21]=1)[CH:19]=[CH:20][S:16]2)=[O:25])=[O:7])([CH3:4])([CH3:3])[CH3:2], predict the reactants needed to synthesize it. The reactants are: [C:1]([O:5][C:6]([N:8]1[CH2:13][C@@H:12]2[C@@H:10]([CH2:11]2)[C@H:9]1[CH2:14][NH2:15])=[O:7])([CH3:4])([CH3:3])[CH3:2].[S:16]1[CH:20]=[CH:19][N:18]2[CH:21]=[C:22]([C:24](O)=[O:25])[N:23]=[C:17]12. (2) Given the product [F:20][C:14]1[CH:15]=[C:16]([F:19])[CH:17]=[CH:18][C:13]=1[C:9]1[N:8]=[C:7]([CH2:6][C:5]2[C:21]([F:23])=[CH:22][C:2]([C:25]#[N:26])=[CH:3][C:4]=2[F:24])[CH:12]=[CH:11][CH:10]=1, predict the reactants needed to synthesize it. The reactants are: Br[C:2]1[CH:22]=[C:21]([F:23])[C:5]([CH2:6][C:7]2[CH:12]=[CH:11][CH:10]=[C:9]([C:13]3[CH:18]=[CH:17][C:16]([F:19])=[CH:15][C:14]=3[F:20])[N:8]=2)=[C:4]([F:24])[CH:3]=1.[CH3:25][N:26](C=O)C. (3) Given the product [CH2:1]([O:11][C:12]1[CH:28]=[CH:27][C:15]([C:16]([O:18][C:19]2[CH:24]=[CH:23][C:22]([CH:25]=[O:26])=[CH:21][CH:20]=2)=[O:17])=[CH:14][CH:13]=1)[CH2:2][CH2:3][CH2:4][CH2:5][CH2:6][CH2:7][CH2:8][CH2:9][CH2:10][CH2:29][CH3:30], predict the reactants needed to synthesize it. The reactants are: [CH2:1]([O:11][C:12]1[CH:28]=[CH:27][C:15]([C:16]([O:18][C:19]2[CH:24]=[CH:23][C:22]([CH:25]=[O:26])=[CH:21][CH:20]=2)=[O:17])=[CH:14][CH:13]=1)[CH2:2][CH2:3][CH2:4][CH2:5][CH2:6][CH2:7][CH2:8][CH2:9][CH3:10].[CH2:29](OC1C=CC(C(OC)=O)=CC=1)[CH2:30]CCCCCCCCCC.[OH-].[K+].C(Cl)(=O)C(Cl)=O.OC1C=CC(C=O)=CC=1.C(N(CC)CC)C. (4) Given the product [CH3:23][N:21]([CH3:22])[CH2:20][CH2:19][CH2:18][S:15]([C:12]1[N:11]([C:24]2[CH:25]=[CH:26][C:27]([O:30][CH3:31])=[CH:28][CH:29]=2)[C:10]([C:8]2[CH:9]=[C:4]([CH:1]([CH3:3])[CH3:2])[C:5]([OH:36])=[CH:6][C:7]=2[OH:32])=[N:14][N:13]=1)(=[O:17])=[O:16], predict the reactants needed to synthesize it. The reactants are: [CH:1]([C:4]1[C:5]([O:36]COC)=[CH:6][C:7]([O:32]COC)=[C:8]([C:10]2[N:11]([C:24]3[CH:29]=[CH:28][C:27]([O:30][CH3:31])=[CH:26][CH:25]=3)[C:12]([S:15]([CH2:18][CH2:19][CH2:20][N:21]([CH3:23])[CH3:22])(=[O:17])=[O:16])=[N:13][N:14]=2)[CH:9]=1)([CH3:3])[CH3:2].Cl.C(=O)([O-])O.[Na+].